Task: Predict the reaction yield, written as a fraction of the theoretical maximum amount of product (1.0 means a 100% yield; for example, 0.34 means a 34% yield).. Dataset: Reaction yield outcomes from USPTO patents with 853,638 reactions (1) The reactants are Br[C:2]1[CH:3]=[C:4]([CH2:14][C:15]([O:17][CH2:18][CH3:19])=[O:16])[CH:5]=[C:6]([Cl:13])[C:7]=1[O:8][CH2:9][CH:10]1[CH2:12][CH2:11]1.[F:20][C:21]([F:32])([F:31])[C:22]1[CH:27]=[CH:26][C:25](B(O)O)=[CH:24][CH:23]=1.C(=O)([O-])[O-].[Cs+].[Cs+]. The catalyst is CN(C=O)C.O.C1C=CC([P]([Pd]([P](C2C=CC=CC=2)(C2C=CC=CC=2)C2C=CC=CC=2)([P](C2C=CC=CC=2)(C2C=CC=CC=2)C2C=CC=CC=2)[P](C2C=CC=CC=2)(C2C=CC=CC=2)C2C=CC=CC=2)(C2C=CC=CC=2)C2C=CC=CC=2)=CC=1. The product is [Cl:13][C:6]1[CH:5]=[C:4]([CH2:14][C:15]([O:17][CH2:18][CH3:19])=[O:16])[CH:3]=[C:2]([C:25]2[CH:26]=[CH:27][C:22]([C:21]([F:32])([F:31])[F:20])=[CH:23][CH:24]=2)[C:7]=1[O:8][CH2:9][CH:10]1[CH2:12][CH2:11]1. The yield is 0.570. (2) The reactants are Cl[C:2]1[C:11]2[C:6](=[CH:7][C:8]([S:12]([N:15]([CH2:22][C:23]3[CH:28]=[CH:27][C:26]([O:29][CH3:30])=[CH:25][CH:24]=3)[C:16]3[CH:21]=[CH:20][N:19]=[CH:18][N:17]=3)(=[O:14])=[O:13])=[CH:9][CH:10]=2)[CH:5]=[CH:4][N:3]=1.[Cl:31][C:32]1[N:37]=[C:36]([O:38][CH3:39])[C:35](B(O)O)=[CH:34][CH:33]=1.C(=O)([O-])[O-].[K+].[K+]. The catalyst is CCOC(C)=O.CCCCCCC. The product is [Cl:31][C:32]1[N:37]=[C:36]([O:38][CH3:39])[C:35]([C:2]2[C:11]3[C:6](=[CH:7][C:8]([S:12]([N:15]([CH2:22][C:23]4[CH:28]=[CH:27][C:26]([O:29][CH3:30])=[CH:25][CH:24]=4)[C:16]4[CH:21]=[CH:20][N:19]=[CH:18][N:17]=4)(=[O:13])=[O:14])=[CH:9][CH:10]=3)[CH:5]=[CH:4][N:3]=2)=[CH:34][CH:33]=1. The yield is 0.970.